From a dataset of Experimentally validated miRNA-target interactions with 360,000+ pairs, plus equal number of negative samples. Binary Classification. Given a miRNA mature sequence and a target amino acid sequence, predict their likelihood of interaction. (1) The miRNA is mmu-miR-377-3p with sequence AUCACACAAAGGCAACUUUUGU. The protein sequence of the target gene is MASWLYECLCEAELAQYYPHFTALGLQKIDELAKVTMKDYSRLGVHDMNDRKRLFQLIKIIKIMQEEDKALGIPEHPLQASSLYTKPREFRSGPRRQLHFDSPSASKDKMANNETGSLSNFSVDEQKSTYLKVLEHMLPDDSQCQTKIRAPDASAADASMQTETNAPLFSSNYFSPQLGNCDIPVIQRVSHVSGYNYGIPHSCVRQITSENPWTEMEKIRVCVRKRPLGVREVRRGEVNVITVEDKETLLVHEKKEAVDLTQYILQHVFYFDEVFGEACSNQDVYLKTAHPLIQHIFNGG.... Result: 0 (no interaction). (2) The miRNA is dme-miR-318-3p with sequence UCACUGGGCUUUGUUUAUCUCA. The protein sequence of the target gene is MLFWTAFSMALSLRLALARSSIERGSTASDPQGDLLFLLDSSASVSHYEFSRVREFVGQLVATMSFGPGALRASLVHVGSQPHTEFTFDQYSSGQAIQDAIRVAPQRMGDTNTGLALAYAKEQLFAEEAGARPGVPKVLVWVTDGGSSDPVGPPMQELKDLGVTIFIVSTGRGNLLELLAAASAPAEKHLHFVDVDDLPIIARELRGSITDAMQPQQLHASEVLSSGFRLSWPPLLTADSGYYVLELVPSGKLATTRRQQLPGNATSWTWTDLDPDTDYEVSLLPESNVHLLRPQHVRVR.... Result: 0 (no interaction). (3) The miRNA is hsa-miR-7111-3p with sequence AUCCUCUCUUCCCUCCUCCCAG. The protein sequence of the target gene is MPLNRTLSMSSLPGLEDWEDEFDLENAVLFEVAWEVANKVGGIYTVLQTKAKVTGDEWGDNYFLVGPYTEQGVRTQVELLEAPTPALKRTLDSMNSKGCKVYFGRWLIEGGPLVVLLDVGASAWALERWKGELWDTCNIGVPWYDREANDAVLFGFLTTWFLGEFLAQSEEKPHVVAHFHEWLAGVGLCLCRARRLPVATIFTTHATLLGRYLCAGAVDFYNNLENFNVDKEAGERQIYHRYCMERAAAHCAHVFTTVSQITAIEAQHLLKRKPDIVTPNGLNVKKFSAMHEFQNLHAQS.... Result: 1 (interaction). (4) The miRNA is hsa-miR-507 with sequence UUUUGCACCUUUUGGAGUGAA. The protein sequence of the target gene is MKVWLASLFLCALVVKNSEGGSVLGAPDESNCGCQNGGVCVSYKYFSRIRRCSCPRKFQGEHCEIDASKTCYHGNGDSYRGKANTDTKGRPCLAWNAPAVLQKPYNAHRPDAISLGLGKHNYCRNPDNQKRPWCYVQIGLRQFVQECMVHDCSLSKKPSSSVDQQGFQCGQKALRPRFKIVGGEFTEVENQPWFAAIYQKNKGGSPPSFKCGGSLISPCWVASAAHCFIQLPKKENYVVYLGQSKESSYNPGEMKFEVEQLILHEYYREDSLAYHNDIALLKIRTSTGQCAQPSRSIQTI.... Result: 0 (no interaction). (5) The miRNA is hsa-miR-4445-5p with sequence AGAUUGUUUCUUUUGCCGUGCA. The protein sequence of the target gene is MAKVPELEDTFLQAQPAPQLSPGIQEDCCVQLLGKGLLVYPEETVYLAAEGQPGGEQGGGEKGEDPELPGAVKSEMHLNNGNFSSEEEDADNHDSKTKAADQYLSQKKTITQIVKDKKKQTQLTLQWLEENYIVCEGVCLPRCILYAHYLDFCRKEKLEPACAATFGKTIRQKFPLLTTRRLGTRGHSKYHYYGIGIKESSAYYHSVYSGKGLTRFSGSKLKNEGGFTRKYSLSSKTGTLLPEFPSAQHLVYQGCISKDKVDTLIMMYKTHCQCILDNAINGNFEEIQHFLLHFWQGMPD.... Result: 0 (no interaction). (6) The miRNA is hsa-miR-4662a-5p with sequence UUAGCCAAUUGUCCAUCUUUAG. The protein sequence of the target gene is MGLLAFLKTQFVLHLLVGFVFVVSGLVINFVQLCTLALWPVSKQLYRRLNCRLAYSLWSQLVMLLEWWSCTECTLFTDQATVERFGKEHAVIILNHNFEIDFLCGWTMCERFGVLGSSKVLAKKELLYVPLIGWTWYFLEIVFCKRKWEEDRDTVVEGLRRLSDYPEYMWFLLYCEGTRFTETKHRVSMEVAAAKGLPVLKYHLLPRTKGFTTAVKCLRGTVAAVYDVTLNFRGNKNPSLLGILYGKKYEADMCVRRFPLEDIPLDEKEAAQWLHKLYQEKDALQEIYNQKGMFPGEQFK.... Result: 0 (no interaction).